This data is from Reaction yield outcomes from USPTO patents with 853,638 reactions. The task is: Predict the reaction yield, written as a fraction of the theoretical maximum amount of product (1.0 means a 100% yield; for example, 0.34 means a 34% yield). The reactants are CC1[N:3]([S:8]([C:11]2[CH:16]=[CH:15][C:14]([N:17]3[CH2:21][CH:20]([C:22]([F:25])([F:24])[F:23])[N:19]=[C:18]3[C:26]3[C:27]([CH3:32])=[N:28][CH:29]=[CH:30][CH:31]=3)=[CH:13][CH:12]=2)(=[O:10])=[O:9])C(C)=CC=1.C(=O)(O)[O-].[Na+]. The catalyst is C(O)(C(F)(F)F)=O.O. The product is [CH3:32][C:27]1[C:26]([C:18]2[N:17]([C:14]3[CH:15]=[CH:16][C:11]([S:8]([NH2:3])(=[O:10])=[O:9])=[CH:12][CH:13]=3)[CH:21]=[C:20]([C:22]([F:23])([F:24])[F:25])[N:19]=2)=[CH:31][CH:30]=[CH:29][N:28]=1. The yield is 0.780.